Dataset: Full USPTO retrosynthesis dataset with 1.9M reactions from patents (1976-2016). Task: Predict the reactants needed to synthesize the given product. (1) The reactants are: [CH2:1](O)[CH3:2].C1(P(C2C=CC=CC=2)C2C=CC=CC=2)C=CC=CC=1.N(C(OCC)=O)=NC(OCC)=O.[CH:35]1([CH2:38][N:39]([CH2:60][CH:61]2[CH2:63][CH2:62]2)[C:40]2[C:41]([S:58][CH3:59])=[N:42][N:43]3[C:48]([C:49]4[C:54]([CH3:55])=[CH:53][C:52]([CH3:56])=[CH:51][C:50]=4[OH:57])=[CH:47][CH:46]=[CH:45][C:44]=23)[CH2:37][CH2:36]1. Given the product [CH:35]1([CH2:38][N:39]([CH2:60][CH:61]2[CH2:63][CH2:62]2)[C:40]2[C:41]([S:58][CH3:59])=[N:42][N:43]3[C:48]([C:49]4[C:54]([CH3:55])=[CH:53][C:52]([CH3:56])=[CH:51][C:50]=4[O:57][CH2:1][CH3:2])=[CH:47][CH:46]=[CH:45][C:44]=23)[CH2:36][CH2:37]1, predict the reactants needed to synthesize it. (2) Given the product [CH2:1]([NH:9][C:10]([NH:12][C:13]1[N:14]=[C:15]2[CH:21]=[CH:20][NH:19][C:16]2=[N:17][CH:18]=1)=[O:11])[CH2:2][C:3]1[CH:4]=[CH:5][CH:6]=[CH:7][CH:8]=1, predict the reactants needed to synthesize it. The reactants are: [CH2:1]([NH:9][C:10]([NH:12][C:13]1[N:14]=[C:15]2[CH:21]=[CH:20][N:19](COCC[Si](C)(C)C)[C:16]2=[N:17][CH:18]=1)=[O:11])[CH2:2][C:3]1[CH:8]=[CH:7][CH:6]=[CH:5][CH:4]=1.[F-].C([N+](CCCC)(CCCC)CCCC)CCC.C(N)CN. (3) Given the product [O:29]=[C:28]([C:10]1[O:11][C:7]([C:2]2[CH:3]=[CH:4][CH:5]=[CH:6][N:1]=2)=[CH:8][N:9]=1)[CH2:27][CH2:26][CH2:25][CH2:24][CH2:23][CH2:22][C:12]1[C:21]2[C:16](=[CH:17][CH:18]=[CH:19][CH:20]=2)[CH:15]=[CH:14][CH:13]=1, predict the reactants needed to synthesize it. The reactants are: [N:1]1[CH:6]=[CH:5][CH:4]=[CH:3][C:2]=1[C:7]1[O:11][CH:10]=[N:9][CH:8]=1.[C:12]1([CH2:22][CH2:23][CH2:24][CH2:25][CH2:26][CH2:27][C:28](O)=[O:29])[C:21]2[C:16](=[CH:17][CH:18]=[CH:19][CH:20]=2)[CH:15]=[CH:14][CH:13]=1. (4) Given the product [C:10]([O:9][CH:5]=[C:6]([CH3:7])[CH2:8][C:21]1[CH:22]=[C:15]([O:14][CH3:13])[CH:16]=[CH:17][C:18]=1[O:19][CH3:20])(=[O:12])[CH3:11], predict the reactants needed to synthesize it. The reactants are: C(O[CH:5]([O:9][C:10](=[O:12])[CH3:11])[C:6]([CH3:8])=[CH2:7])(=O)C.[CH3:13][O:14][C:15]1[CH:22]=[CH:21][C:18]([O:19][CH3:20])=[CH:17][CH:16]=1. (5) Given the product [F:28][C:25]1[CH:26]=[CH:27][C:22]([C:19]2[NH:20][CH:21]=[C:17]([C:12]3[CH2:11][CH:10]4[CH2:9][C:8]5[C:16](=[CH:35][CH:36]=[CH:37][CH:38]=5)[N:15]4[CH2:14][CH:13]=3)[C:18]=2[C:29]2[CH:30]=[CH:31][N:32]=[CH:33][CH:34]=2)=[CH:23][CH:24]=1, predict the reactants needed to synthesize it. The reactants are: C(OCC)(=O)C.Cl[C@@H:8]1[CH2:16][N:15]2[C@@H:10]([CH2:11][C:12]([C:17]3[C:18]([C:29]4[CH:34]=[CH:33][N:32]=[CH:31][CH:30]=4)=[C:19]([C:22]4[CH:27]=[CH:26][C:25]([F:28])=[CH:24][CH:23]=4)[NH:20][CH:21]=3)=[CH:13][CH2:14]2)[CH2:9]1.[CH3:35][CH2:36][CH2:37][CH2:38]CC. (6) Given the product [F:1][C:2]1[CH:3]=[C:4]([C:8]2[CH:17]=[N:16][C:15]3[C:10](=[CH:11][CH:12]=[C:13]([OH:27])[C:14]=3[C:18]([NH:20][CH2:21][C:22]([OH:24])=[O:23])=[O:19])[N:9]=2)[CH:5]=[CH:6][CH:7]=1, predict the reactants needed to synthesize it. The reactants are: [F:1][C:2]1[CH:3]=[C:4]([C:8]2[CH:17]=[N:16][C:15]3[C:10](=[CH:11][CH:12]=[C:13]([OH:27])[C:14]=3[C:18]([NH:20][CH2:21][C:22]([O:24]CC)=[O:23])=[O:19])[N:9]=2)[CH:5]=[CH:6][CH:7]=1.[OH-].[Na+].CO. (7) Given the product [CH3:1][C:2]12[CH2:22][CH:6]([N:7]([S:9]([C:12]3[CH:21]=[CH:20][C:15]([C:16]([OH:18])=[O:17])=[CH:14][CH:13]=3)(=[O:11])=[O:10])[CH2:8]1)[CH2:5][C:4]([CH3:24])([CH3:23])[CH2:3]2, predict the reactants needed to synthesize it. The reactants are: [CH3:1][C:2]12[CH2:22][CH:6]([N:7]([S:9]([C:12]3[CH:21]=[CH:20][C:15]([C:16]([O:18]C)=[O:17])=[CH:14][CH:13]=3)(=[O:11])=[O:10])[CH2:8]1)[CH2:5][C:4]([CH3:24])([CH3:23])[CH2:3]2.[OH-].[Li+]. (8) Given the product [OH:17][CH2:16][CH:11]1[CH2:12][CH2:13][CH2:14][CH2:15][N:10]1[C:2]1[CH:9]=[CH:8][C:5]([C:6]#[N:7])=[CH:4][CH:3]=1, predict the reactants needed to synthesize it. The reactants are: F[C:2]1[CH:9]=[CH:8][C:5]([C:6]#[N:7])=[CH:4][CH:3]=1.[NH:10]1[CH2:15][CH2:14][CH2:13][CH2:12][CH:11]1[CH2:16][OH:17].C([O-])(O)=O.[Na+].O. (9) Given the product [Br:1][C:2]1[C:3]([N:10]([CH:19]2[CH2:20][CH2:21][N:22]([C:25]([O:27][CH2:28][C:29]3[CH:34]=[CH:33][CH:32]=[CH:31][CH:30]=3)=[O:26])[CH2:23][CH2:24]2)[NH2:11])=[N:4][C:5]([C:8]#[N:9])=[N:6][CH:7]=1, predict the reactants needed to synthesize it. The reactants are: [Br:1][C:2]1[C:3]([N:10]([CH:19]2[CH2:24][CH2:23][N:22]([C:25]([O:27][CH2:28][C:29]3[CH:34]=[CH:33][CH:32]=[CH:31][CH:30]=3)=[O:26])[CH2:21][CH2:20]2)[NH:11]C(OC(C)(C)C)=O)=[N:4][C:5]([C:8]#[N:9])=[N:6][CH:7]=1.C1(C)C=CC(S(O)(=O)=O)=CC=1. (10) Given the product [CH3:20][C:16]1[N:15]=[C:14]([C:13]2[C:9]([C:6]3[CH:5]=[CH:4][C:3]([OH:2])=[CH:8][CH:7]=3)=[C:10]3[CH2:23][CH2:22][CH2:21][N:11]3[N:12]=2)[CH:19]=[CH:18][CH:17]=1, predict the reactants needed to synthesize it. The reactants are: C[O:2][C:3]1[CH:8]=[CH:7][C:6]([C:9]2[C:13]([C:14]3[CH:19]=[CH:18][CH:17]=[C:16]([CH3:20])[N:15]=3)=[N:12][N:11]3[CH2:21][CH2:22][CH2:23][C:10]=23)=[CH:5][CH:4]=1.B(Br)(Br)Br.